From a dataset of Catalyst prediction with 721,799 reactions and 888 catalyst types from USPTO. Predict which catalyst facilitates the given reaction. (1) Reactant: [CH3:1][N:2]1[CH:6]=[C:5]([CH:7]=[N:8]O)[CH:4]=[N:3]1.[Cl-].[NH4+].[N-:12]=[N+:13]=[N-:14].[Na+].Cl. Product: [CH3:1][N:2]1[CH:6]=[C:5]([C:7]2[N:8]=[N:12][NH:13][N:14]=2)[CH:4]=[N:3]1. The catalyst class is: 18. (2) Reactant: [N:1]([CH2:4][CH2:5][C@H:6]([NH:10][C:11](=[O:35])[CH2:12][CH2:13][CH2:14][CH2:15][CH2:16][CH2:17][CH2:18][CH2:19][CH2:20][CH2:21][CH2:22][CH2:23][CH2:24][CH2:25][CH2:26][CH2:27][C:28]([O:30]C(C)(C)C)=[O:29])[C:7]([OH:9])=[O:8])=[N+:2]=[N-:3].C(O)(C(F)(F)F)=O. Product: [N:1]([CH2:4][CH2:5][C@H:6]([NH:10][C:11](=[O:35])[CH2:12][CH2:13][CH2:14][CH2:15][CH2:16][CH2:17][CH2:18][CH2:19][CH2:20][CH2:21][CH2:22][CH2:23][CH2:24][CH2:25][CH2:26][CH2:27][C:28]([OH:30])=[O:29])[C:7]([OH:9])=[O:8])=[N+:2]=[N-:3]. The catalyst class is: 2. (3) Reactant: [NH2:1][C:2]1[C:21]2[C:20](=[O:22])[C:19]([C:23]([OH:25])=[O:24])=[CH:18][N:7]3[C@@H:8]([CH2:11][C:12]4[CH:17]=[CH:16][CH:15]=[CH:14][CH:13]=4)[CH2:9][O:10][C:5]([C:6]=23)=[C:4](F)[C:3]=1[F:27].[N:28]1[CH:33]=[CH:32][CH:31]=[CH:30][C:29]=1[NH:34][CH2:35][CH2:36][NH2:37].C(N(CC)CC)C. Product: [NH2:1][C:2]1[C:21]2[C:20](=[O:22])[C:19]([C:23]([OH:25])=[O:24])=[CH:18][N:7]3[C@@H:8]([CH2:11][C:12]4[CH:13]=[CH:14][CH:15]=[CH:16][CH:17]=4)[CH2:9][O:10][C:5]([C:6]=23)=[C:4]([NH:37][CH2:36][CH2:35][NH:34][C:29]2[CH:30]=[CH:31][CH:32]=[CH:33][N:28]=2)[C:3]=1[F:27]. The catalyst class is: 16.